From a dataset of Forward reaction prediction with 1.9M reactions from USPTO patents (1976-2016). Predict the product of the given reaction. The product is: [CH2:20]([O:22][C:23]([N:25]1[CH2:26][CH2:27][N:28]([C:11](=[O:13])[C:10]2[CH:14]=[C:15]([OH:17])[CH:16]=[C:8]([O:7][C:6]3[CH:5]=[CH:4][C:3]([C:1]#[N:2])=[CH:19][CH:18]=3)[CH:9]=2)[CH2:29][CH2:30]1)=[O:24])[CH3:21]. Given the reactants [C:1]([C:3]1[CH:19]=[CH:18][C:6]([O:7][C:8]2[CH:9]=[C:10]([CH:14]=[C:15]([OH:17])[CH:16]=2)[C:11]([OH:13])=O)=[CH:5][CH:4]=1)#[N:2].[CH2:20]([O:22][C:23]([N:25]1[CH2:30][CH2:29][NH:28][CH2:27][CH2:26]1)=[O:24])[CH3:21], predict the reaction product.